Task: Predict the reaction yield, written as a fraction of the theoretical maximum amount of product (1.0 means a 100% yield; for example, 0.34 means a 34% yield).. Dataset: Reaction yield outcomes from USPTO patents with 853,638 reactions (1) The yield is 1.00. The product is [CH3:26][C:24]1[CH:25]=[C:20]([O:19][C:13]2[C:12]3[C:17](=[CH:18][C:9]([OH:8])=[C:10]([O:34][CH3:35])[CH:11]=3)[N:16]=[CH:15][CH:14]=2)[C:21]([C:28]2[CH:33]=[CH:32][CH:31]=[CH:30][N:29]=2)=[N:22][C:23]=1[CH3:27]. The reactants are C([O:8][C:9]1[CH:18]=[C:17]2[C:12]([C:13]([O:19][C:20]3[C:21]([C:28]4[CH:33]=[CH:32][CH:31]=[CH:30][N:29]=4)=[N:22][C:23]([CH3:27])=[C:24]([CH3:26])[CH:25]=3)=[CH:14][CH:15]=[N:16]2)=[CH:11][C:10]=1[O:34][CH3:35])C1C=CC=CC=1.CS(O)(=O)=O. The catalyst is FC(F)(F)C(O)=O. (2) The reactants are N12CCCN=C1CCCCC2.Cl.[NH2:13][CH2:14][C:15]1[CH:23]=[CH:22][CH:21]=[C:20]2[C:16]=1[C:17](=[O:33])[N:18]([CH:25]1[CH2:30][CH2:29][C:28](=[O:31])[NH:27][C:26]1=[O:32])[C:19]2=[O:24].[CH2:34]([O:36][C:37](=[O:46])[CH2:38][CH2:39][CH2:40][CH2:41][CH2:42][C:43](Cl)=[O:44])[CH3:35]. The catalyst is CC#N. The product is [O:32]=[C:26]1[CH:25]([N:18]2[C:17](=[O:33])[C:16]3[C:20](=[CH:21][CH:22]=[CH:23][C:15]=3[CH2:14][NH:13][C:43]([CH2:42][CH2:41][CH2:40][CH2:39][CH2:38][C:37]([O:36][CH2:34][CH3:35])=[O:46])=[O:44])[C:19]2=[O:24])[CH2:30][CH2:29][C:28](=[O:31])[NH:27]1. The yield is 0.500.